Dataset: Reaction yield outcomes from USPTO patents with 853,638 reactions. Task: Predict the reaction yield, written as a fraction of the theoretical maximum amount of product (1.0 means a 100% yield; for example, 0.34 means a 34% yield). (1) The reactants are [F:1][C:2]1[CH:24]=[CH:23][C:5]([CH2:6][N:7]2[CH2:11][CH2:10][N:9]([C:12]3[CH:13]=[C:14]([CH:19]=[CH:20][N:21]=3)[C:15](OC)=[O:16])[C:8]2=[O:22])=[CH:4][CH:3]=1.[C-:25]#[N:26].[Na+]. The catalyst is C(N)C1C=CC=CC=1. The product is [CH2:25]([NH:26][C:15](=[O:16])[C:14]1[CH:19]=[CH:20][N:21]=[C:12]([N:9]2[CH2:10][CH2:11][N:7]([CH2:6][C:5]3[CH:4]=[CH:3][C:2]([F:1])=[CH:24][CH:23]=3)[C:8]2=[O:22])[CH:13]=1)[C:2]1[CH:24]=[CH:23][CH:5]=[CH:4][CH:3]=1. The yield is 0.590. (2) The reactants are [NH2:1][C:2]1[CH:7]=[CH:6][CH:5]=[CH:4][C:3]=1[NH:8][C:9]([NH:11][C:12]1[CH:17]=[CH:16][CH:15]=[CH:14][CH:13]=1)=[O:10].C(N(CC)CC)C.[C:25]1([CH3:35])[C:26]([S:31](Cl)(=[O:33])=[O:32])=[CH:27][CH:28]=[CH:29][CH:30]=1. The catalyst is C(OCC)(=O)C. The product is [CH3:35][C:25]1[CH:30]=[CH:29][CH:28]=[CH:27][C:26]=1[S:31]([NH:1][C:2]1[CH:7]=[CH:6][CH:5]=[CH:4][C:3]=1[NH:8][C:9]([NH:11][C:12]1[CH:17]=[CH:16][CH:15]=[CH:14][CH:13]=1)=[O:10])(=[O:33])=[O:32]. The yield is 0.430. (3) The reactants are [O:1]([C:3]1[CH:8]=[CH:7][CH:6]=[CH:5][C:4]=1[SH:9])[CH3:2].Cl[CH2:11][C:12](=O)[CH3:13].C([O-])([O-])=O.[K+].[K+]. The catalyst is CC(C)=O. The product is [CH3:2][O:1][C:3]1[C:4]2[S:9][CH:11]=[C:12]([CH3:13])[C:5]=2[CH:6]=[CH:7][CH:8]=1. The yield is 0.530. (4) The reactants are [C:1]([O:5][C:6](=[O:16])[NH:7][CH2:8][C:9]1[CH:14]=[CH:13][C:12]([NH2:15])=[CH:11][CH:10]=1)([CH3:4])([CH3:3])[CH3:2].C(N(CC)CC)C.[CH3:24][S:25](Cl)(=[O:27])=[O:26].Cl. The catalyst is ClCCl.O. The product is [C:1]([O:5][C:6](=[O:16])[NH:7][CH2:8][C:9]1[CH:10]=[CH:11][C:12]([NH:15][S:25]([CH3:24])(=[O:27])=[O:26])=[CH:13][CH:14]=1)([CH3:4])([CH3:2])[CH3:3]. The yield is 0.950.